Dataset: Reaction yield outcomes from USPTO patents with 853,638 reactions. Task: Predict the reaction yield, written as a fraction of the theoretical maximum amount of product (1.0 means a 100% yield; for example, 0.34 means a 34% yield). (1) The reactants are [CH2:1]([N:8]([CH2:22][C:23]([O:25]CC)=O)[C:9]1[C:18]([N+:19]([O-])=O)=[CH:17][C:12]([C:13]([O:15][CH3:16])=[O:14])=[CH:11][N:10]=1)[C:2]1[CH:7]=[CH:6][CH:5]=[CH:4][CH:3]=1.P(OC1C=CC=CC=1)(OC1C=CC=CC=1)OC1C=CC=CC=1.[H][H]. The catalyst is ClCCl.[NH4+].[O-][V](=O)=O.[Pt]. The product is [CH2:1]([N:8]1[CH2:22][C:23](=[O:25])[NH:19][C:18]2[CH:17]=[C:12]([C:13]([O:15][CH3:16])=[O:14])[CH:11]=[N:10][C:9]1=2)[C:2]1[CH:7]=[CH:6][CH:5]=[CH:4][CH:3]=1. The yield is 0.710. (2) The reactants are [OH:1][CH:2]([CH2:22][CH2:23][CH2:24][CH2:25][CH2:26][CH2:27][CH2:28]/[CH:29]=[CH:30]\[CH2:31]/[CH:32]=[CH:33]\[CH2:34][CH2:35][CH2:36][CH2:37][CH3:38])[C:3](=[O:21])[CH2:4][CH2:5][CH2:6][CH2:7][CH2:8][CH2:9][CH2:10]/[CH:11]=[CH:12]\[CH2:13]/[CH:14]=[CH:15]\[CH2:16][CH2:17][CH2:18][CH2:19][CH3:20].Cl.[CH3:40][N:41]([CH3:47])[CH2:42][CH2:43][C:44](O)=[O:45].CCN=C=NCCCN(C)C.CCN(C(C)C)C(C)C. The yield is 0.570. The product is [CH3:40][N:41]([CH3:47])[CH2:42][CH2:43][C:44]([O:21][CH:3]([C:2](=[O:1])[CH2:22][CH2:23][CH2:24][CH2:25][CH2:26][CH2:27][CH2:28]/[CH:29]=[CH:30]\[CH2:31]/[CH:32]=[CH:33]\[CH2:34][CH2:35][CH2:36][CH2:37][CH3:38])[CH2:4][CH2:5][CH2:6][CH2:7][CH2:8][CH2:9][CH2:10]/[CH:11]=[CH:12]\[CH2:13]/[CH:14]=[CH:15]\[CH2:16][CH2:17][CH2:18][CH2:19][CH3:20])=[O:45]. The catalyst is ClCCl.CN(C1C=CN=CC=1)C. (3) The yield is 0.810. The catalyst is CN(C=O)C. The reactants are [F:1][C:2]1[CH:7]=[CH:6][CH:5]=[CH:4][C:3]=1[OH:8].Br[CH2:10][CH:11]([O:15][CH2:16][CH3:17])[O:12][CH2:13][CH3:14].C([O-])([O-])=O.[K+].[K+]. The product is [CH2:13]([O:12][CH:11]([O:15][CH2:16][CH3:17])[CH2:10][O:8][C:3]1[CH:4]=[CH:5][CH:6]=[CH:7][C:2]=1[F:1])[CH3:14]. (4) The reactants are [CH3:1][O:2][CH2:3][CH2:4][O:5][C:6]1[CH:15]=[C:14]2[C:9]([CH:10]=[CH:11][C:12]([CH3:16])=[N:13]2)=[CH:8][CH:7]=1.[Se](=O)=[O:18]. The catalyst is O1CCOCC1.O. The product is [CH3:1][O:2][CH2:3][CH2:4][O:5][C:6]1[CH:15]=[C:14]2[C:9]([CH:10]=[CH:11][C:12]([CH:16]=[O:18])=[N:13]2)=[CH:8][CH:7]=1. The yield is 0.700.